This data is from NCI-60 drug combinations with 297,098 pairs across 59 cell lines. The task is: Regression. Given two drug SMILES strings and cell line genomic features, predict the synergy score measuring deviation from expected non-interaction effect. (1) Drug 1: CS(=O)(=O)C1=CC(=C(C=C1)C(=O)NC2=CC(=C(C=C2)Cl)C3=CC=CC=N3)Cl. Cell line: HCT116. Drug 2: C1CC(C1)(C(=O)O)C(=O)O.[NH2-].[NH2-].[Pt+2]. Synergy scores: CSS=25.8, Synergy_ZIP=-5.44, Synergy_Bliss=2.18, Synergy_Loewe=-2.82, Synergy_HSA=1.78. (2) Drug 1: CCCS(=O)(=O)NC1=C(C(=C(C=C1)F)C(=O)C2=CNC3=C2C=C(C=N3)C4=CC=C(C=C4)Cl)F. Drug 2: C1C(C(OC1N2C=NC3=C(N=C(N=C32)Cl)N)CO)O. Cell line: SK-MEL-5. Synergy scores: CSS=32.2, Synergy_ZIP=5.02, Synergy_Bliss=5.49, Synergy_Loewe=0.516, Synergy_HSA=3.70. (3) Drug 1: C1=CN(C(=O)N=C1N)C2C(C(C(O2)CO)O)O.Cl. Drug 2: CC12CCC3C(C1CCC2OP(=O)(O)O)CCC4=C3C=CC(=C4)OC(=O)N(CCCl)CCCl.[Na+]. Cell line: HCT116. Synergy scores: CSS=43.4, Synergy_ZIP=-1.22, Synergy_Bliss=-4.56, Synergy_Loewe=-15.9, Synergy_HSA=-0.368. (4) Drug 1: C(=O)(N)NO. Drug 2: CC1=C(C(=O)C2=C(C1=O)N3CC4C(C3(C2COC(=O)N)OC)N4)N. Cell line: PC-3. Synergy scores: CSS=13.9, Synergy_ZIP=-3.24, Synergy_Bliss=-4.96, Synergy_Loewe=-14.3, Synergy_HSA=-2.70.